The task is: Predict the reactants needed to synthesize the given product.. This data is from Full USPTO retrosynthesis dataset with 1.9M reactions from patents (1976-2016). Given the product [Cl:1][C:2]1[C:3]([C:24]2[C:32]3[C:27](=[CH:28][CH:29]=[CH:30][CH:31]=3)[NH:26][CH:25]=2)=[N:4][C:5]([NH:8][CH:9]2[CH2:14][CH2:13][N:12]([CH2:15][C:16]3[CH:17]=[C:18]([N:22]([CH3:23])[C:38](=[O:39])/[CH:37]=[CH:36]/[CH2:35][N:34]([CH3:41])[CH3:33])[CH:19]=[CH:20][CH:21]=3)[CH2:11][CH2:10]2)=[N:6][CH:7]=1, predict the reactants needed to synthesize it. The reactants are: [Cl:1][C:2]1[C:3]([C:24]2[C:32]3[C:27](=[CH:28][CH:29]=[CH:30][CH:31]=3)[NH:26][CH:25]=2)=[N:4][C:5]([NH:8][CH:9]2[CH2:14][CH2:13][N:12]([CH2:15][C:16]3[CH:21]=[CH:20][CH:19]=[C:18]([NH:22][CH3:23])[CH:17]=3)[CH2:11][CH2:10]2)=[N:6][CH:7]=1.[CH3:33][N:34]([CH3:41])[CH2:35]/[CH:36]=[CH:37]/[C:38](O)=[O:39].CN(C(ON1N=NC2C=CC=NC1=2)=[N+](C)C)C.F[P-](F)(F)(F)(F)F.CCN(CC)CC.